Predict which catalyst facilitates the given reaction. From a dataset of Catalyst prediction with 721,799 reactions and 888 catalyst types from USPTO. (1) Reactant: [Br:1][C:2]1[CH:3]=[C:4]([NH:8][C:9](=[O:18])[CH2:10][CH2:11][CH2:12][CH2:13][CH2:14][C:15]([OH:17])=O)[CH:5]=[N:6][CH:7]=1.CN(C(O[N:27]1N=[N:34][C:29]2[CH:30]=[CH:31][CH:32]=[CH:33][C:28]1=2)=[N+](C)C)C.F[P-](F)(F)(F)(F)F.CCN(C(C)C)C(C)C.NC1C=CC=CC=1N. Product: [NH2:27][C:28]1[CH:33]=[CH:32][CH:31]=[CH:30][C:29]=1[NH:34][C:15](=[O:17])[CH2:14][CH2:13][CH2:12][CH2:11][CH2:10][C:9]([NH:8][C:4]1[CH:5]=[N:6][CH:7]=[C:2]([Br:1])[CH:3]=1)=[O:18]. The catalyst class is: 18. (2) Reactant: [CH2:1]([N:8]1[C:12](=[O:13])[C:11]2([C:21]3[CH:20]=[C:19]([Br:22])[S:18][C:17]=3[CH2:16][CH2:15][CH2:14]2)[N:10]=[C:9]1SCC1C=CC=CC=1)[C:2]1[CH:7]=[CH:6][CH:5]=[CH:4][CH:3]=1.[I-].[NH4+:32]. Product: [NH2:32][C:9]1[N:8]([CH2:1][C:2]2[CH:7]=[CH:6][CH:5]=[CH:4][CH:3]=2)[C:12](=[O:13])[C:11]2([C:21]3[CH:20]=[C:19]([Br:22])[S:18][C:17]=3[CH2:16][CH2:15][CH2:14]2)[N:10]=1. The catalyst class is: 547.